Dataset: Forward reaction prediction with 1.9M reactions from USPTO patents (1976-2016). Task: Predict the product of the given reaction. (1) Given the reactants C1C=C[NH+]=CC=1.[O-][Cr](Cl)(=O)=O.[C:12]([O:20][C@@H:21]1[C@H:27]([O:28][C:29](=O)[C:30]2[CH:35]=[CH:34][CH:33]=[CH:32][CH:31]=2)[C@@H:26]([O:37][C:38](=O)[C:39]2[CH:44]=[CH:43][CH:42]=[CH:41][CH:40]=2)[C@H:25]([CH3:46])[O:24][CH:22]1[OH:23])(=O)[C:13]1[CH:18]=[CH:17][CH:16]=[CH:15][CH:14]=1.CCOCC, predict the reaction product. The product is: [CH2:12]([O:20][C@@H:21]1[C@H:27]([O:28][CH2:29][C:30]2[CH:31]=[CH:32][CH:33]=[CH:34][CH:35]=2)[C@@H:26]([O:37][CH2:38][C:39]2[CH:44]=[CH:43][CH:42]=[CH:41][CH:40]=2)[C@H:25]([CH3:46])[O:24][C:22]1=[O:23])[C:13]1[CH:14]=[CH:15][CH:16]=[CH:17][CH:18]=1. (2) The product is: [F:1][C:2]1[CH:7]=[CH:6][C:5]([C:8]2[CH:9]=[CH:10][N:11]=[C:12]3[C:17]=2[CH:16]=[CH:15][C:14]([C:18]([F:19])([F:20])[F:21])=[N:13]3)=[CH:4][C:3]=1[O:22][CH2:31][C:32]1[CH:33]=[N:34][CH:35]=[CH:36][CH:37]=1. Given the reactants [F:1][C:2]1[CH:7]=[CH:6][C:5]([C:8]2[C:17]3[C:12](=[N:13][C:14]([C:18]([F:21])([F:20])[F:19])=[CH:15][CH:16]=3)[N:11]=[CH:10][CH:9]=2)=[CH:4][C:3]=1[OH:22].C(=O)([O-])[O-].[Cs+].[Cs+].Cl.Cl[CH2:31][C:32]1[CH:33]=[N:34][CH:35]=[CH:36][CH:37]=1, predict the reaction product. (3) Given the reactants N1C=CC=CC=1.[CH3:7][N:8]([CH3:38])[C:9]([C:11]1[C:12]2[C@H:13]([O:33][CH2:34][CH2:35][CH2:36][CH3:37])[C@H:14]([OH:32])[C@@H:15]([C:26]3[CH:31]=[CH:30][CH:29]=[CH:28][CH:27]=3)[NH:16][C:17]=2[C:18]2[N:23]=[C:22]([CH3:24])[N:21]([CH3:25])[C:19]=2[CH:20]=1)=[O:10].[CH:39]1[CH:44]=[CH:43][C:42]([O:45][C:46](Cl)=[S:47])=[CH:41][CH:40]=1.C(=O)(O)[O-].[Na+], predict the reaction product. The product is: [C:42]1([O:45][C:46](=[S:47])[O:32][C@H:14]2[C@@H:13]([O:33][CH2:34][CH2:35][CH2:36][CH3:37])[C:12]3[C:11]([C:9](=[O:10])[N:8]([CH3:7])[CH3:38])=[CH:20][C:19]4[N:21]([CH3:25])[C:22]([CH3:24])=[N:23][C:18]=4[C:17]=3[NH:16][C@@H:15]2[C:26]2[CH:31]=[CH:30][CH:29]=[CH:28][CH:27]=2)[CH:43]=[CH:44][CH:39]=[CH:40][CH:41]=1. (4) Given the reactants [NH2:1][C:2]([C:4]1[CH:29]=[CH:28][C:7]([O:8][CH2:9][CH2:10][CH2:11][O:12][C:13]2[CH:14]=[C:15]3[C:19](=[CH:20][CH:21]=2)[C@H:18]([CH2:22][C:23]([O:25][CH2:26][CH3:27])=[O:24])[CH2:17][CH2:16]3)=[C:6]([CH2:30][CH2:31][CH3:32])[CH:5]=1)=[S:3].Cl[CH:34]1[CH2:39][CH2:38][CH2:37][CH2:36][C:35]1=O, predict the reaction product. The product is: [CH2:26]([O:25][C:23](=[O:24])[CH2:22][C@H:18]1[C:19]2[C:15](=[CH:14][C:13]([O:12][CH2:11][CH2:10][CH2:9][O:8][C:7]3[CH:28]=[CH:29][C:4]([C:2]4[S:3][C:34]5[CH2:39][CH2:38][CH2:37][CH2:36][C:35]=5[N:1]=4)=[CH:5][C:6]=3[CH2:30][CH2:31][CH3:32])=[CH:21][CH:20]=2)[CH2:16][CH2:17]1)[CH3:27]. (5) Given the reactants C(N([P:8]([N:12]([CH:16]([CH3:18])[CH3:17])[CH:13]([CH3:15])[CH3:14])(Cl)([O-:10])[O-:9])C(C)C)(C)C.[O:19]([CH2:26][C:27]([NH:29][C:30]1[NH:31][C:32](=[O:70])[C:33]2[N:34]=[CH:35][N:36]([C:68]=2[N:69]=1)[C@@H:37]1[O:67][C@H:41]([CH2:42][O:43][C:44]([C:61]2[CH:66]=[CH:65][CH:64]=[CH:63][CH:62]=2)([C:53]2[CH:58]=[CH:57][C:56]([O:59][CH3:60])=[CH:55][CH:54]=2)[C:45]2[CH:50]=[CH:49][C:48]([O:51][CH3:52])=[CH:47][CH:46]=2)[C@@H:39]([OH:40])[CH2:38]1)=[O:28])[C:20]1[CH:25]=[CH:24][CH:23]=[CH:22][CH:21]=1.C(N(C(C)C)C(C)C)C.[C:80]([O:83][C@@H:84]1[C@@H:94]([O:95][C:96](=[O:98])[CH3:97])[C@H:93]([O:99][C:100](=[O:102])[CH3:101])[C@@H:92]([CH2:103][O:104][C:105](=[O:107])[CH3:106])[O:91][C@H:85]1[O:86][CH2:87][CH2:88][CH2:89]O)(=[O:82])[CH3:81].N1C=NN=N1, predict the reaction product. The product is: [O:19]([CH2:26][C:27]([NH:29][C:30]1[NH:31][C:32](=[O:70])[C:33]2[N:34]=[CH:35][N:36]([C:68]=2[N:69]=1)[C@@H:37]1[O:67][C@H:41]([CH2:42][O:43][C:44]([C:61]2[CH:66]=[CH:65][CH:64]=[CH:63][CH:62]=2)([C:45]2[CH:50]=[CH:49][C:48]([O:51][CH3:52])=[CH:47][CH:46]=2)[C:53]2[CH:54]=[CH:55][C:56]([O:59][CH3:60])=[CH:57][CH:58]=2)[C@@H:39]([O:40][P:8]([N:12]([CH:13]([CH3:14])[CH3:15])[CH:16]([CH3:17])[CH3:18])([O:9][CH2:89][CH2:88][CH2:87][O:86][C@@H:85]2[O:91][C@H:92]([CH2:103][O:104][C:105](=[O:107])[CH3:106])[C@@H:93]([O:99][C:100](=[O:102])[CH3:101])[C@H:94]([O:95][C:96](=[O:98])[CH3:97])[C@H:84]2[O:83][C:80](=[O:82])[CH3:81])=[O:10])[CH2:38]1)=[O:28])[C:20]1[CH:21]=[CH:22][CH:23]=[CH:24][CH:25]=1.